From a dataset of Full USPTO retrosynthesis dataset with 1.9M reactions from patents (1976-2016). Predict the reactants needed to synthesize the given product. (1) Given the product [CH3:12][C:13]1[CH:21]=[CH:20][C:19]2[N:18]([C:22]3[CH:27]=[CH:26][CH:25]=[CH:24][CH:23]=3)[C:17](=[O:9])[O:28][C:16](=[O:29])[C:15]=2[CH:14]=1, predict the reactants needed to synthesize it. The reactants are: ClC1C=CC=C(C(OO)=[O:9])C=1.[CH3:12][C:13]1[CH:14]=[C:15]2[C:19](=[CH:20][CH:21]=1)[N:18]([C:22]1[CH:27]=[CH:26][CH:25]=[CH:24][CH:23]=1)[C:17](=[O:28])[C:16]2=[O:29].O. (2) Given the product [CH2:1]([O:4][C@@H:5]1[C@@H:13]([CH2:14][OH:15])[O:12][C@H:11]2[C@H:7]([N:8]=[C:9]([N:23]([CH3:31])[C:24](=[O:30])[O:25][C:26]([CH3:27])([CH3:28])[CH3:29])[S:10]2)[C@H:6]1[O:32][CH2:33][CH:34]=[CH2:35])[CH:2]=[CH2:3], predict the reactants needed to synthesize it. The reactants are: [CH2:1]([O:4][C@@H:5]1[C@@H:13]([CH2:14][O:15][Si](C(C)(C)C)(C)C)[O:12][C@H:11]2[C@H:7]([N:8]=[C:9]([N:23]([CH3:31])[C:24](=[O:30])[O:25][C:26]([CH3:29])([CH3:28])[CH3:27])[S:10]2)[C@H:6]1[O:32][CH2:33][CH:34]=[CH2:35])[CH:2]=[CH2:3].CCCC[N+](CCCC)(CCCC)CCCC.[F-]. (3) Given the product [ClH:36].[ClH:36].[CH3:1][C:2]1[S:3][C:4]([C:8]2[C:9](=[O:35])[NH:10][C:11](=[O:34])[N:12]([CH2:14][CH2:15][CH2:16][CH2:17][N:18]3[CH2:23][C@H:22]4[C@:20]([C:24]5[CH:25]=[CH:26][C:27]([C:30]([F:31])([F:32])[F:33])=[CH:28][CH:29]=5)([CH2:21]4)[CH2:19]3)[CH:13]=2)=[C:5]([CH3:7])[N:6]=1, predict the reactants needed to synthesize it. The reactants are: [CH3:1][C:2]1[S:3][C:4]([C:8]2[C:9](=[O:35])[NH:10][C:11](=[O:34])[N:12]([CH2:14][CH2:15][CH2:16][CH2:17][N:18]3[CH2:23][C@H:22]4[C@:20]([C:24]5[CH:29]=[CH:28][C:27]([C:30]([F:33])([F:32])[F:31])=[CH:26][CH:25]=5)([CH2:21]4)[CH2:19]3)[CH:13]=2)=[C:5]([CH3:7])[N:6]=1.[ClH:36].CCOCC. (4) Given the product [O:71]=[C:70]1[CH2:72][CH2:73][C:74](=[O:75])[N:69]1[O:11][C:10](=[O:12])[C:9]1[CH:8]=[C:7]([CH:15]=[C:14]([NH:16][C:17](=[O:54])[CH2:18][N:19]([CH2:45][CH2:46][C:47]([O:49][C:50]([CH3:53])([CH3:52])[CH3:51])=[O:48])[C:20](=[O:44])[CH2:21][CH2:22][CH2:23][CH2:24][CH2:25][CH2:26][CH2:27][CH2:28][CH2:29][CH2:30][CH2:31][CH2:32][CH2:33][CH2:34][CH2:35][CH2:36][C:37]([O:39][C:40]([CH3:41])([CH3:42])[CH3:43])=[O:38])[CH:13]=1)[C:6]([O:5][C:1]([CH3:2])([CH3:3])[CH3:4])=[O:55], predict the reactants needed to synthesize it. The reactants are: [C:1]([O:5][C:6](=[O:55])[C:7]1[CH:15]=[C:14]([NH:16][C:17](=[O:54])[CH2:18][N:19]([CH2:45][CH2:46][C:47]([O:49][C:50]([CH3:53])([CH3:52])[CH3:51])=[O:48])[C:20](=[O:44])[CH2:21][CH2:22][CH2:23][CH2:24][CH2:25][CH2:26][CH2:27][CH2:28][CH2:29][CH2:30][CH2:31][CH2:32][CH2:33][CH2:34][CH2:35][CH2:36][C:37]([O:39][C:40]([CH3:43])([CH3:42])[CH3:41])=[O:38])[CH:13]=[C:9]([C:10]([OH:12])=[O:11])[CH:8]=1)([CH3:4])([CH3:3])[CH3:2].[B-](F)(F)(F)F.CN(C(O[N:69]1[C:74](=[O:75])[CH2:73][CH2:72][C:70]1=[O:71])=[N+](C)C)C.CCN(C(C)C)C(C)C. (5) Given the product [CH2:1]([N:8]([CH3:23])[C:9]1[CH:14]=[C:13]([CH2:15][N:16]2[CH2:17][CH2:18][O:19][CH2:20][CH2:21]2)[CH:12]=[CH:11][C:10]=1[NH:22][CH:27]=[C:28]([C:29]([O:31][CH2:32][CH3:33])=[O:30])[C:34]([O:36][CH2:37][CH3:38])=[O:35])[C:2]1[CH:3]=[CH:4][CH:5]=[CH:6][CH:7]=1, predict the reactants needed to synthesize it. The reactants are: [CH2:1]([N:8]([CH3:23])[C:9]1[C:10]([NH2:22])=[CH:11][CH:12]=[C:13]([CH2:15][N:16]2[CH2:21][CH2:20][O:19][CH2:18][CH2:17]2)[CH:14]=1)[C:2]1[CH:7]=[CH:6][CH:5]=[CH:4][CH:3]=1.C(O[CH:27]=[C:28]([C:34]([O:36][CH2:37][CH3:38])=[O:35])[C:29]([O:31][CH2:32][CH3:33])=[O:30])C. (6) The reactants are: [O:1]=[C:2]1[N:7]2[N:8]=[CH:9][CH:10]=[C:6]2[NH:5][CH:4]=[C:3]1[C:11]([O:13]CC)=[O:12].[OH-].[Na+].Cl. Given the product [O:1]=[C:2]1[N:7]2[N:8]=[CH:9][CH:10]=[C:6]2[NH:5][CH:4]=[C:3]1[C:11]([OH:13])=[O:12], predict the reactants needed to synthesize it. (7) Given the product [CH2:32]([O:39][C:40]([NH:19][CH:20]1[CH2:25][CH2:24][N:23]([C:8]2[CH:9]=[CH:10][C:5]([C:4]([O:3][CH2:1][CH3:2])=[O:12])=[CH:6][CH:7]=2)[CH2:22][CH2:21]1)=[O:41])[C:33]1[CH:38]=[CH:37][CH:36]=[CH:35][CH:34]=1, predict the reactants needed to synthesize it. The reactants are: [CH2:1]([O:3][C:4](=[O:12])[C:5]1[CH:10]=[CH:9][C:8](F)=[CH:7][CH:6]=1)[CH3:2].C(=O)([O-])[O-].[K+].[K+].[NH2:19][CH:20]1[CH2:25][CH2:24][NH:23][CH2:22][CH2:21]1.C(=O)([O-])[O-].[Na+].[Na+].[CH2:32]([O:39][C:40](Cl)=[O:41])[C:33]1[CH:38]=[CH:37][CH:36]=[CH:35][CH:34]=1.